Dataset: Reaction yield outcomes from USPTO patents with 853,638 reactions. Task: Predict the reaction yield, written as a fraction of the theoretical maximum amount of product (1.0 means a 100% yield; for example, 0.34 means a 34% yield). (1) The reactants are [CH3:1][C:2]([CH3:33])([CH3:32])[C:3]#[C:4][C:5]1[S:9][C:8]([C:10]([O-:12])=[O:11])=[C:7]([N:13]([CH:23]2[CH2:28][CH2:27][P:26]([O:30][CH3:31])(=[O:29])[CH2:25][CH2:24]2)[C:14]([C@H:16]2[CH2:21][CH2:20][C@H:19]([CH3:22])[CH2:18][CH2:17]2)=[O:15])[CH:6]=1.[Li+].[OH-].Cl. The catalyst is CO.C1COCC1. The product is [CH3:32][C:2]([CH3:1])([CH3:33])[C:3]#[C:4][C:5]1[S:9][C:8]([C:10]([OH:12])=[O:11])=[C:7]([N:13]([CH:23]2[CH2:28][CH2:27][P:26]([O:30][CH3:31])(=[O:29])[CH2:25][CH2:24]2)[C:14]([C@H:16]2[CH2:21][CH2:20][C@H:19]([CH3:22])[CH2:18][CH2:17]2)=[O:15])[CH:6]=1. The yield is 0.570. (2) The catalyst is C(#N)C.ClCCl.C1C=CC(P(C2C=CC=CC=2)[C-]2C=CC=C2)=CC=1.C1C=CC(P(C2C=CC=CC=2)[C-]2C=CC=C2)=CC=1.Cl[Pd]Cl.[Fe+2]. The yield is 0.490. The reactants are Br[C:2]1[CH:7]=[C:6]([F:8])[CH:5]=[CH:4][C:3]=1[O:9][CH3:10].[C:11]1(B(O)O)[CH2:15][CH2:14][CH2:13][CH:12]=1.C([O-])([O-])=O.[Na+].[Na+]. The product is [C:11]1([C:2]2[CH:7]=[C:6]([F:8])[CH:5]=[CH:4][C:3]=2[O:9][CH3:10])[CH2:15][CH2:14][CH2:13][CH:12]=1.